Task: Predict the product of the given reaction.. Dataset: Forward reaction prediction with 1.9M reactions from USPTO patents (1976-2016) (1) Given the reactants [F:1][C:2]1[CH:7]=[CH:6][CH:5]=[CH:4][C:3]=1[C:8]1[NH:9][CH:10]=[C:11]([CH:13]=[O:14])[N:12]=1.[H-].[Na+].C1OCCOCCOCCOCCOC1.[S:32]1[CH:36]=[CH:35][C:34]([S:37](Cl)(=[O:39])=[O:38])=[CH:33]1, predict the reaction product. The product is: [F:1][C:2]1[CH:7]=[CH:6][CH:5]=[CH:4][C:3]=1[C:8]1[N:9]([S:37]([C:34]2[CH:35]=[CH:36][S:32][CH:33]=2)(=[O:39])=[O:38])[CH:10]=[C:11]([CH:13]=[O:14])[N:12]=1. (2) Given the reactants C1(N2CCN([C:10]([C:12]3[CH:19]=[CH:18][C:15]([CH:16]=[O:17])=[CH:14][CH:13]=3)=[O:11])CC2)CC1.C(C1C=CC(C=O)=CC=1)(O)=O.O=S(Cl)[Cl:33].CN(C=O)C.[OH-].[Na+].Cl, predict the reaction product. The product is: [CH:16]([C:15]1[CH:18]=[CH:19][C:12]([C:10]([Cl:33])=[O:11])=[CH:13][CH:14]=1)=[O:17]. (3) Given the reactants [S-2:1].[Na+].[Na+].Cl[C:5]1[CH:20]=[CH:19][C:18]([N+:21]([O-:23])=[O:22])=[CH:17][C:6]=1[CH2:7][N:8]([CH3:16])[C:9](=[O:15])[O:10][C:11]([CH3:14])([CH3:13])[CH3:12].C(O)(=O)CC(CC(O)=O)(C(O)=O)O, predict the reaction product. The product is: [SH:1][C:5]1[CH:20]=[CH:19][C:18]([N+:21]([O-:23])=[O:22])=[CH:17][C:6]=1[CH2:7][N:8]([CH3:16])[C:9](=[O:15])[O:10][C:11]([CH3:14])([CH3:13])[CH3:12]. (4) Given the reactants [Na].C[Si](C)(C)N[Si](C)(C)C.[Br:11][C:12]1[CH:17]=[CH:16][C:15]([CH2:18][C:19]([OH:21])=O)=[CH:14][CH:13]=1.[Cl:22][C:23]1[CH:32]=[C:31]([Cl:33])[CH:30]=[CH:29][C:24]=1C(OC)=O.Cl, predict the reaction product. The product is: [Br:11][C:12]1[CH:13]=[CH:14][C:15]([CH2:18][C:19]([C:30]2[CH:29]=[CH:24][C:23]([Cl:22])=[CH:32][C:31]=2[Cl:33])=[O:21])=[CH:16][CH:17]=1. (5) Given the reactants [CH3:1][O:2][C:3]1[CH:4]=[C:5]([S:9]([NH:12][CH:13]([C:15]2[CH:20]=[C:19]([F:21])[CH:18]=[CH:17][C:16]=2[C:22]2[CH:27]=[CH:26][C:25]([F:28])=[CH:24][C:23]=2F)[CH3:14])(=[O:11])=[O:10])[CH:6]=[CH:7][CH:8]=1.C(=O)([O-])[O-].[K+].[K+], predict the reaction product. The product is: [F:28][C:25]1[CH:26]=[CH:27][C:22]2[C:16]3[C:15]([CH:13]([CH3:14])[N:12]([S:9]([C:5]4[CH:6]=[CH:7][CH:8]=[C:3]([O:2][CH3:1])[CH:4]=4)(=[O:11])=[O:10])[C:23]=2[CH:24]=1)=[CH:20][C:19]([F:21])=[CH:18][CH:17]=3.